Dataset: NCI-60 drug combinations with 297,098 pairs across 59 cell lines. Task: Regression. Given two drug SMILES strings and cell line genomic features, predict the synergy score measuring deviation from expected non-interaction effect. (1) Drug 1: CCCCCOC(=O)NC1=NC(=O)N(C=C1F)C2C(C(C(O2)C)O)O. Drug 2: C1CN(P(=O)(OC1)NCCCl)CCCl. Cell line: HCT116. Synergy scores: CSS=-4.06, Synergy_ZIP=4.32, Synergy_Bliss=2.01, Synergy_Loewe=-2.29, Synergy_HSA=-4.72. (2) Drug 2: CCC1(CC2CC(C3=C(CCN(C2)C1)C4=CC=CC=C4N3)(C5=C(C=C6C(=C5)C78CCN9C7C(C=CC9)(C(C(C8N6C)(C(=O)OC)O)OC(=O)C)CC)OC)C(=O)OC)O.OS(=O)(=O)O. Cell line: MOLT-4. Synergy scores: CSS=79.8, Synergy_ZIP=1.11, Synergy_Bliss=1.50, Synergy_Loewe=0.210, Synergy_HSA=1.88. Drug 1: C1=CC(=C2C(=C1NCCNCCO)C(=O)C3=C(C=CC(=C3C2=O)O)O)NCCNCCO. (3) Drug 1: C1=CC(=C2C(=C1NCCNCCO)C(=O)C3=C(C=CC(=C3C2=O)O)O)NCCNCCO. Drug 2: CC(C)CN1C=NC2=C1C3=CC=CC=C3N=C2N. Cell line: SK-MEL-5. Synergy scores: CSS=28.6, Synergy_ZIP=3.20, Synergy_Bliss=4.64, Synergy_Loewe=-17.5, Synergy_HSA=2.27. (4) Drug 1: COC1=CC(=CC(=C1O)OC)C2C3C(COC3=O)C(C4=CC5=C(C=C24)OCO5)OC6C(C(C7C(O6)COC(O7)C8=CC=CS8)O)O. Drug 2: C1=CN(C=N1)CC(O)(P(=O)(O)O)P(=O)(O)O. Cell line: K-562. Synergy scores: CSS=-3.26, Synergy_ZIP=-9.76, Synergy_Bliss=-31.6, Synergy_Loewe=-56.0, Synergy_HSA=-30.2. (5) Drug 1: C(CN)CNCCSP(=O)(O)O. Drug 2: CC1C(C(CC(O1)OC2CC(CC3=C2C(=C4C(=C3O)C(=O)C5=C(C4=O)C(=CC=C5)OC)O)(C(=O)CO)O)N)O.Cl. Cell line: NCI-H322M. Synergy scores: CSS=34.0, Synergy_ZIP=1.23, Synergy_Bliss=1.46, Synergy_Loewe=-45.6, Synergy_HSA=0.902.